This data is from Full USPTO retrosynthesis dataset with 1.9M reactions from patents (1976-2016). The task is: Predict the reactants needed to synthesize the given product. (1) Given the product [F:7][C:8]1[CH:14]=[CH:13][C:12]([S:15][C:22]([CH3:24])([C:16]2[CH:21]=[CH:20][CH:19]=[CH:18][CH:17]=2)[CH3:23])=[CH:11][C:9]=1[NH2:10], predict the reactants needed to synthesize it. The reactants are: O.S(=O)(=O)(O)O.[F:7][C:8]1[CH:14]=[CH:13][C:12]([SH:15])=[CH:11][C:9]=1[NH2:10].[C:16]1([C:22](O)([CH3:24])[CH3:23])[CH:21]=[CH:20][CH:19]=[CH:18][CH:17]=1. (2) The reactants are: [CH3:1][CH:2]1[CH2:6][C:5]2([CH2:11][CH2:10][NH:9][CH2:8][CH2:7]2)[C:4](=[O:12])[N:3]1[C:13]1[CH2:14][O:15][C:16](=[O:18])[CH:17]=1.C(N(C(C)C)CC)(C)C.[CH3:28][C:29]1[C:37]([C@@H:38]2[CH2:40][O:39]2)=[CH:36][CH:35]=[C:34]2[C:30]=1[CH2:31][O:32][C:33]2=[O:41]. Given the product [OH:39][C@H:38]([C:37]1[C:29]([CH3:28])=[C:30]2[C:34](=[CH:35][CH:36]=1)[C:33](=[O:41])[O:32][CH2:31]2)[CH2:40][N:9]1[CH2:8][CH2:7][C:5]2([C:4](=[O:12])[N:3]([C:13]3[CH2:14][O:15][C:16](=[O:18])[CH:17]=3)[CH:2]([CH3:1])[CH2:6]2)[CH2:11][CH2:10]1, predict the reactants needed to synthesize it. (3) Given the product [C:28]([O:32][C:33]([N:35]([C:36]1[C:45]2[C:44](=[CH:43][C:42]([NH:46][CH:47]3[C:48](=[O:50])[N:69]([CH3:70])[CH2:68][C:66]4[CH:67]=[C:62]([CH:63]=[C:64]([F:77])[C:65]=4[O:71][C@@H:72]4[CH2:76][CH2:75][O:74][CH2:73]4)[NH:61][C:60](=[O:78])[O:59][CH2:58][C@H:57]([CH3:79])[C:54]4[C:53]([CH3:11])=[CH:52][C:51]3=[CH:56][CH:55]=4)=[CH:41][CH:40]=2)[CH:39]=[CH:38][N:37]=1)[C:81](=[O:82])[O:83][C:84]([CH3:85])([CH3:87])[CH3:86])=[O:34])([CH3:31])([CH3:29])[CH3:30], predict the reactants needed to synthesize it. The reactants are: F[P-](F)(F)(F)(F)F.N1(O[P+](N(C)C)(N(C)C)N(C)C)C2C=CC=C[C:11]=2N=N1.[C:28]([O:32][C:33]([N:35]([C:81]([O:83][C:84]([CH3:87])([CH3:86])[CH3:85])=[O:82])[C:36]1[C:45]2[C:40](=[CH:41][C:42]([NH:46][CH:47]([C:51]3[CH:56]=[CH:55][C:54]([C@@H:57]([CH3:79])[CH2:58][O:59][C:60](=[O:78])[NH:61][C:62]4[CH:67]=[C:66]([CH2:68][NH:69][CH3:70])[C:65]([O:71][C@@H:72]5[CH2:76][CH2:75][O:74][CH2:73]5)=[C:64]([F:77])[CH:63]=4)=[C:53](C)[CH:52]=3)[C:48]([OH:50])=O)=[CH:43][CH:44]=2)[CH:39]=[CH:38][N:37]=1)=[O:34])([CH3:31])([CH3:30])[CH3:29]. (4) Given the product [CH2:3]([N:5]([C:9]1[CH:28]=[CH:27][C:12]2[N:13]([CH2:20][CH:21]3[CH2:22][CH2:23][O:24][CH2:25][CH2:26]3)[C:14]([C:16]([O:19][CH3:30])([CH3:18])[CH3:17])=[N:15][C:11]=2[CH:10]=1)[C:6](=[O:8])[CH3:7])[CH3:4], predict the reactants needed to synthesize it. The reactants are: [H-].[Na+].[CH2:3]([N:5]([C:9]1[CH:28]=[CH:27][C:12]2[N:13]([CH2:20][CH:21]3[CH2:26][CH2:25][O:24][CH2:23][CH2:22]3)[C:14]([C:16]([OH:19])([CH3:18])[CH3:17])=[N:15][C:11]=2[CH:10]=1)[C:6](=[O:8])[CH3:7])[CH3:4].I[CH3:30]. (5) Given the product [O:20]1[C:24]2[CH:25]=[CH:26][CH:27]=[CH:28][C:23]=2[C:22]([NH:29][C:30]([N:32]2[CH2:37][CH2:36][N:35]([C:2]3[S:6][N:5]=[C:4]([N:7]4[CH2:12][CH2:11][O:10][CH2:9][CH2:8]4)[N:3]=3)[CH2:34][CH2:33]2)=[O:31])=[N:21]1, predict the reactants needed to synthesize it. The reactants are: Cl[C:2]1[S:6][N:5]=[C:4]([N:7]2[CH2:12][CH2:11][O:10][CH2:9][CH2:8]2)[N:3]=1.FC(F)(F)C(O)=O.[O:20]1[C:24]2[CH:25]=[CH:26][CH:27]=[CH:28][C:23]=2[C:22]([NH:29][C:30]([N:32]2[CH2:37][CH2:36][NH:35][CH2:34][CH2:33]2)=[O:31])=[N:21]1.C(N(CC)CC)C.O. (6) Given the product [C:17]([N:20]1[C:29]2[C:24](=[CH:25][C:26]([C:30]([O:32][CH2:33][CH3:34])=[O:31])=[N:27][CH:28]=2)[CH:23]([NH:35][C:11]2[N:16]=[CH:15][CH:14]=[CH:13][N:12]=2)[CH:22]([CH3:36])[CH:21]1[CH:37]1[CH2:38][CH2:39]1)(=[O:19])[CH3:18], predict the reactants needed to synthesize it. The reactants are: CCN(C(C)C)C(C)C.F[C:11]1[N:16]=[CH:15][CH:14]=[CH:13][N:12]=1.[C:17]([N:20]1[C:29]2[C:24](=[CH:25][C:26]([C:30]([O:32][CH2:33][CH3:34])=[O:31])=[N:27][CH:28]=2)[CH:23]([NH2:35])[CH:22]([CH3:36])[CH:21]1[CH:37]1[CH2:39][CH2:38]1)(=[O:19])[CH3:18]. (7) Given the product [F:19][C:20]1[CH:26]=[CH:25][C:23]([NH:24][C:15](=[O:17])[CH2:14][C:9]2[NH:10][C:11](=[O:13])[CH:12]=[C:7]([N:1]3[CH2:2][CH2:3][O:4][CH2:5][CH2:6]3)[N:8]=2)=[CH:22][C:21]=1[CH3:27], predict the reactants needed to synthesize it. The reactants are: [N:1]1([C:7]2[N:8]=[C:9]([CH2:14][C:15]([O-:17])=O)[NH:10][C:11](=[O:13])[CH:12]=2)[CH2:6][CH2:5][O:4][CH2:3][CH2:2]1.[Na+].[F:19][C:20]1[CH:26]=[CH:25][C:23]([NH2:24])=[CH:22][C:21]=1[CH3:27].